Dataset: Catalyst prediction with 721,799 reactions and 888 catalyst types from USPTO. Task: Predict which catalyst facilitates the given reaction. (1) Reactant: [O:1]=[C:2]1[NH:7][C:6]2[CH:8]=[C:9]([C:11]3[CH:16]=[CH:15][CH:14]=[CH:13][CH:12]=3)[S:10][C:5]=2[C:4](=[O:17])[N:3]1[CH:18]1[CH2:23][CH2:22][N:21]([C:24]([O:26][C:27]([CH3:30])([CH3:29])[CH3:28])=[O:25])[CH2:20][CH2:19]1.Cl[CH2:32][C:33]1[O:37][N:36]=[C:35]([CH2:38][CH3:39])[N:34]=1.C(=O)([O-])[O-].[K+].[K+]. Product: [CH2:38]([C:35]1[N:34]=[C:33]([CH2:32][N:7]2[C:6]3[CH:8]=[C:9]([C:11]4[CH:16]=[CH:15][CH:14]=[CH:13][CH:12]=4)[S:10][C:5]=3[C:4](=[O:17])[N:3]([CH:18]3[CH2:23][CH2:22][N:21]([C:24]([O:26][C:27]([CH3:30])([CH3:29])[CH3:28])=[O:25])[CH2:20][CH2:19]3)[C:2]2=[O:1])[O:37][N:36]=1)[CH3:39]. The catalyst class is: 3. (2) Reactant: [CH:1]1([C:7]([N:9]([CH2:20][CH:21]2[CH2:26][CH2:25][N:24](C(OC(C)(C)C)=O)[CH2:23][CH2:22]2)[CH2:10]/[C:11](/[CH3:19])=[CH:12]/[C:13]2[CH:18]=[CH:17][CH:16]=[CH:15][CH:14]=2)=[O:8])[CH2:6][CH2:5][CH2:4][CH2:3][CH2:2]1.[F:34][C:35]([F:40])([F:39])[C:36]([OH:38])=[O:37].C1(C)C=CC=CC=1. Product: [F:34][C:35]([F:40])([F:39])[C:36]([OH:38])=[O:37].[CH:1]1([C:7]([N:9]([CH2:20][CH:21]2[CH2:26][CH2:25][NH:24][CH2:23][CH2:22]2)[CH2:10]/[C:11](/[CH3:19])=[CH:12]/[C:13]2[CH:14]=[CH:15][CH:16]=[CH:17][CH:18]=2)=[O:8])[CH2:2][CH2:3][CH2:4][CH2:5][CH2:6]1. The catalyst class is: 4. (3) Reactant: [C:1]([OH:4])(=[O:3])[CH3:2].[C:5]([O:8][CH3:9])(=[O:7])[CH3:6]. Product: [C:1]([O:4][CH:5]=[CH2:6])(=[O:3])[CH3:2].[CH:5]([OH:7])=[CH2:6].[C:5]([O:8][CH3:9])(=[O:7])[CH:6]=[CH2:1]. The catalyst class is: 5. (4) Reactant: FC(F)(F)C(O)=O.[CH3:8][O:9][C:10](=[O:39])[C@@H:11]([NH:14][C:15]([C:17]1[S:18][C:19]([C:26](=[O:38])[NH:27][CH2:28][C:29]2[CH:37]=[CH:36][CH:35]=[C:34]3[C:30]=2[CH:31]=[N:32][NH:33]3)=[CH:20][C:21]=1[C:22]([F:25])([F:24])[F:23])=[O:16])[CH2:12][NH2:13].C(N(CC)CC)C.CN(C(ON1N=NC2C=CC=CC1=2)=[N+](C)C)C.F[P-](F)(F)(F)(F)F.C1C=CC2N(O)N=NC=2C=1.[S:81]1[CH:85]=[CH:84][CH:83]=[C:82]1[C:86](O)=[O:87]. Product: [CH3:8][O:9][C:10](=[O:39])[C@@H:11]([NH:14][C:15]([C:17]1[S:18][C:19]([C:26](=[O:38])[NH:27][CH2:28][C:29]2[CH:37]=[CH:36][CH:35]=[C:34]3[C:30]=2[CH:31]=[N:32][NH:33]3)=[CH:20][C:21]=1[C:22]([F:24])([F:25])[F:23])=[O:16])[CH2:12][NH:13][C:86]([C:82]1[S:81][CH:85]=[CH:84][CH:83]=1)=[O:87]. The catalyst class is: 31. (5) Reactant: [C:1]([O:5][C:6]([NH:8][C@H:9]1[CH2:14][CH2:13][C@H:12]([O:15][C:16]2[C:21]([C:22]([O:24][CH2:25][CH3:26])=[O:23])=[CH:20][N:19]=[C:18](SC)[N:17]=2)[CH2:11][CH2:10]1)=[O:7])([CH3:4])([CH3:3])[CH3:2].Cl.O1CCOCC1.ClC1C=CC=C(C(OO)=O)C=1.Cl.[CH3:48][NH:49][CH3:50].C(=O)([O-])O.[Na+]. Product: [C:1]([O:5][C:6]([NH:8][C@H:9]1[CH2:14][CH2:13][C@H:12]([O:15][C:16]2[C:21]([C:22]([O:24][CH2:25][CH3:26])=[O:23])=[CH:20][N:19]=[C:18]([N:49]([CH3:50])[CH3:48])[N:17]=2)[CH2:11][CH2:10]1)=[O:7])([CH3:4])([CH3:3])[CH3:2]. The catalyst class is: 542. (6) Reactant: [F:1][C:2]1[CH:18]=[CH:17][C:5]2[N:6]=[C:7]([NH:9][C:10]3[CH:15]=[CH:14][C:13]([OH:16])=[CH:12][CH:11]=3)[S:8][C:4]=2[CH:3]=1.[Cl:19][C:20]1[C:25](Cl)=[N:24][CH:23]=[CH:22][N:21]=1.C(=O)([O-])[O-].[Cs+].[Cs+]. Product: [Cl:19][C:20]1[C:25]([O:16][C:13]2[CH:12]=[CH:11][C:10]([NH:9][C:7]3[S:8][C:4]4[CH:3]=[C:2]([F:1])[CH:18]=[CH:17][C:5]=4[N:6]=3)=[CH:15][CH:14]=2)=[N:24][CH:23]=[CH:22][N:21]=1. The catalyst class is: 58. (7) Reactant: [CH3:1][C:2]1[N:3]=[CH:4][C:5]2[C:10]([CH:11]=1)=[C:9]([NH:12][C:13]([NH:15][CH:16]1[CH2:20][CH2:19][NH:18][CH2:17]1)=[O:14])[CH:8]=[CH:7][CH:6]=2.[F:21][C:22]([F:32])([F:31])[C:23]1[CH:30]=[CH:29][CH:28]=[CH:27][C:24]=1[CH:25]=O.C(O[BH-](OC(=O)C)OC(=O)C)(=O)C.[Na+].C(=O)([O-])O.[Na+].[N-]=C=O. Product: [CH3:1][C:2]1[N:3]=[CH:4][C:5]2[C:10]([CH:11]=1)=[C:9]([NH:12][C:13]([NH:15][CH:16]1[CH2:20][CH2:19][N:18]([CH2:25][C:24]3[CH:27]=[CH:28][CH:29]=[CH:30][C:23]=3[C:22]([F:21])([F:31])[F:32])[CH2:17]1)=[O:14])[CH:8]=[CH:7][CH:6]=2. The catalyst class is: 4. (8) Reactant: [CH3:1][O:2][C:3]1[C:8]2[N:9]=[C:10]([C:12]([OH:14])=O)[S:11][C:7]=2[C:6]([N:15]2[CH2:20][CH2:19][O:18][CH2:17][CH2:16]2)=[CH:5][CH:4]=1.C(N1C=CN=C1)(N1C=CN=C1)=O.Cl.[NH2:34][CH2:35][C:36]([C:38]1[CH:47]=[CH:46][C:41]2[O:42][CH2:43][CH2:44][O:45][C:40]=2[CH:39]=1)=[O:37].C(N(CC)CC)C. Product: [O:42]1[C:41]2[CH:46]=[CH:47][C:38]([C:36](=[O:37])[CH2:35][NH:34][C:12]([C:10]3[S:11][C:7]4[C:6]([N:15]5[CH2:20][CH2:19][O:18][CH2:17][CH2:16]5)=[CH:5][CH:4]=[C:3]([O:2][CH3:1])[C:8]=4[N:9]=3)=[O:14])=[CH:39][C:40]=2[O:45][CH2:44][CH2:43]1. The catalyst class is: 18.